Dataset: Catalyst prediction with 721,799 reactions and 888 catalyst types from USPTO. Task: Predict which catalyst facilitates the given reaction. (1) Reactant: [Cl:1][C:2]1[CH:14]=[C:13]([Cl:15])[C:12]([O:16][C:17]2[N:21]([CH3:22])[N:20]=[C:19]([CH3:23])[C:18]=2[CH:24]=O)=[CH:11][C:3]=1[O:4][C@@H:5]([CH3:10])[C:6]([O:8][CH3:9])=[O:7].[OH2:26].[NH2:27]O. Product: [Cl:1][C:2]1[CH:14]=[C:13]([Cl:15])[C:12]([O:16][C:17]2[N:21]([CH3:22])[N:20]=[C:19]([CH3:23])[C:18]=2/[CH:24]=[N:27]/[OH:26])=[CH:11][C:3]=1[O:4][C@@H:5]([CH3:10])[C:6]([O:8][CH3:9])=[O:7]. The catalyst class is: 5. (2) The catalyst class is: 6. Reactant: [P:1]([O:5][CH2:6][C@H:7]1[O:11][C@@H:10]([N:12]2[C:21]3[N:20]=[C:19]([C:22]#[C:23][CH2:24][CH2:25][CH2:26][CH2:27][C:28]#[N:29])[N:18]=[C:16]([NH2:17])[C:15]=3[N:14]=[CH:13]2)[C@H:9]([OH:30])[C@@H:8]1[OH:31])([O-:4])([O-:3])=[O:2].C([NH+](CC)CC)C.C([NH+](CC)CC)C.Cl. Product: [P:1]([O:5][CH2:6][C@H:7]1[O:11][C@@H:10]([N:12]2[C:21]3[N:20]=[C:19]([C:22]#[C:23][CH2:24][CH2:25][CH2:26][CH2:27][C:28]#[N:29])[N:18]=[C:16]([NH2:17])[C:15]=3[N:14]=[CH:13]2)[C@H:9]([OH:30])[C@@H:8]1[OH:31])([OH:3])([OH:4])=[O:2].